From a dataset of Forward reaction prediction with 1.9M reactions from USPTO patents (1976-2016). Predict the product of the given reaction. (1) Given the reactants [F:1][C:2]1[CH:7]=[CH:6][C:5]([CH:8]2[O:12]C(=O)[N:10]([CH2:14][C:15]3[C:24]4[C:19](=[CH:20][CH:21]=[CH:22][CH:23]=4)[CH:18]=[CH:17][CH:16]=3)[CH:9]2[CH2:25][C:26]2[CH:31]=[CH:30][C:29]([C:32]([F:35])([F:34])[F:33])=[CH:28][CH:27]=2)=[CH:4][CH:3]=1.[OH-].[Na+], predict the reaction product. The product is: [F:1][C:2]1[CH:7]=[CH:6][C:5]([CH:8]([OH:12])[CH:9]([NH:10][CH2:14][C:15]2[C:24]3[C:19](=[CH:20][CH:21]=[CH:22][CH:23]=3)[CH:18]=[CH:17][CH:16]=2)[CH2:25][C:26]2[CH:31]=[CH:30][C:29]([C:32]([F:35])([F:34])[F:33])=[CH:28][CH:27]=2)=[CH:4][CH:3]=1. (2) Given the reactants [F:1][C:2]1[CH:3]=[C:4]([CH2:9][C:10]([NH:12][C@H:13]([C:15]([OH:17])=O)[CH3:14])=[O:11])[CH:5]=[C:6]([F:8])[CH:7]=1.Cl.[NH2:19][C@@H:20]([CH2:25][CH2:26][CH3:27])[C:21]([O:23][CH3:24])=[O:22], predict the reaction product. The product is: [F:8][C:6]1[CH:5]=[C:4]([CH2:9][C:10]([NH:12][C@H:13]([C:15]([NH:19][C@@H:20]([CH2:25][CH2:26][CH3:27])[C:21]([O:23][CH3:24])=[O:22])=[O:17])[CH3:14])=[O:11])[CH:3]=[C:2]([F:1])[CH:7]=1. (3) Given the reactants [NH2:1][C:2]1[O:3][CH:4]([CH:8]([CH3:10])[CH3:9])[C:5](=[O:7])[N:6]=1.[Cl:11][C:12]1[CH:19]=[CH:18][C:15]([CH2:16]N)=[CH:14][CH:13]=1, predict the reaction product. The product is: [Cl:11][C:12]1[CH:19]=[CH:18][C:15]([CH2:16][NH:1][C:2]2[O:3][CH:4]([CH:8]([CH3:10])[CH3:9])[C:5](=[O:7])[N:6]=2)=[CH:14][CH:13]=1. (4) The product is: [Cl:1][CH:2]([CH:8]([OH:12])[CH2:9][CH2:10][CH3:11])[C:3]([O:5][CH2:6][CH3:7])=[O:4]. Given the reactants [Cl:1][CH:2]([C:8](=[O:12])[CH2:9][CH2:10][CH3:11])[C:3]([O:5][CH2:6][CH3:7])=[O:4].CO.[H][H], predict the reaction product. (5) Given the reactants [C:1](Cl)(=[O:8])[C:2]1[CH:7]=[CH:6][CH:5]=[CH:4][CH:3]=1.[CH:10]([C@H:13]1[C:17](=[O:18])[O:16][C:15](=[O:19])[NH:14]1)([CH3:12])[CH3:11], predict the reaction product. The product is: [C:1]([N:14]1[C@@H:13]([CH:10]([CH3:12])[CH3:11])[C:17](=[O:18])[O:16][C:15]1=[O:19])(=[O:8])[C:2]1[CH:7]=[CH:6][CH:5]=[CH:4][CH:3]=1. (6) Given the reactants C[O:2][C:3](=[O:17])[CH:4]=[CH:5][C:6]1[C:7]([Cl:16])=[N:8][C:9]([C:12]([F:15])([F:14])[F:13])=[CH:10][CH:11]=1.[Li+].[OH-], predict the reaction product. The product is: [Cl:16][C:7]1[C:6]([CH:5]=[CH:4][C:3]([OH:17])=[O:2])=[CH:11][CH:10]=[C:9]([C:12]([F:13])([F:14])[F:15])[N:8]=1.